Dataset: Forward reaction prediction with 1.9M reactions from USPTO patents (1976-2016). Task: Predict the product of the given reaction. (1) Given the reactants [C:1]([O:5][C:6]([N:8]1[C@H:12]([C:13]([OH:15])=O)[CH2:11][O:10][CH2:9]1)=[O:7])([CH3:4])([CH3:3])[CH3:2].C[C:17]1([CH3:25])[O:24][C:22](=[O:23])[CH2:21][C:19](=O)O1.CN(C1C=CC=CN=1)C.C1(N=C=NC2CCCCC2)CCCCC1.[C:50]([C:53]1[CH:60]=[CH:59][C:56](C=O)=[CH:55][CH:54]=1)([OH:52])=[O:51], predict the reaction product. The product is: [C:1]([O:5][C:6]([N:8]1[C@H:12]([C:13](=[O:15])/[C:21](/[C:22]([O:24][CH2:17][CH3:25])=[O:23])=[CH:19]/[C:56]2[CH:59]=[CH:60][C:53]([C:50]([OH:52])=[O:51])=[CH:54][CH:55]=2)[CH2:11][O:10][CH2:9]1)=[O:7])([CH3:2])([CH3:3])[CH3:4]. (2) Given the reactants [Br:1][C:2]1[CH:7]=[CH:6][C:5]([CH3:8])=[C:4]([F:9])[CH:3]=1.[Br:10]N1C(=O)CCC1=O.[O-]S([O-])(=S)=O.[Na+].[Na+], predict the reaction product. The product is: [Br:1][C:2]1[CH:7]=[CH:6][C:5]([CH2:8][Br:10])=[C:4]([F:9])[CH:3]=1. (3) Given the reactants [Br:1][C:2]1[CH:9]=[CH:8][C:5]([C:6]#[N:7])=[C:4]([O:10][N:11]=C(C)C)[CH:3]=1, predict the reaction product. The product is: [Br:1][C:2]1[CH:9]=[CH:8][C:5]2[C:6]([NH2:7])=[N:11][O:10][C:4]=2[CH:3]=1. (4) Given the reactants Cl[C:2]1[CH:3]=[C:4]([CH:20]=[CH:21][N:22]=1)[C:5]([N:7]1[CH2:12][CH2:11][N:10]([C:13]([O:15][C:16]([CH3:19])([CH3:18])[CH3:17])=[O:14])[CH2:9][CH2:8]1)=[O:6].CC([O-])(C)C.[Na+].C1C=CC(P(C2C(C3C(P(C4C=CC=CC=4)C4C=CC=CC=4)=CC=C4C=3C=CC=C4)=C3C(C=CC=C3)=CC=2)C2C=CC=CC=2)=CC=1.C(=[NH:88])(C1C=CC=CC=1)C1C=CC=CC=1.Cl.C1COCC1.C([O-])(O)=O.[Na+], predict the reaction product. The product is: [NH2:88][C:2]1[CH:3]=[C:4]([CH:20]=[CH:21][N:22]=1)[C:5]([N:7]1[CH2:12][CH2:11][N:10]([C:13]([O:15][C:16]([CH3:19])([CH3:18])[CH3:17])=[O:14])[CH2:9][CH2:8]1)=[O:6]. (5) Given the reactants C(N(CC)CC)C.Cl.[NH2:9][C:10]1[NH:14][CH:13]=[N:12][C:11]=1[C:15]([NH2:17])=[O:16].[O:18]([C:25]1[CH:32]=[CH:31][C:28]([CH:29]=O)=[CH:27][N:26]=1)[C:19]1[CH:24]=[CH:23][CH:22]=[CH:21][CH:20]=1.C(O)(=O)C.C([BH3-])#N.[Na+].[BH4-].[Na+].C([O-])(O)=O.[Na+], predict the reaction product. The product is: [O:18]([C:25]1[N:26]=[CH:27][C:28]([CH2:29][NH:9][C:10]2[N:14]=[CH:13][NH:12][C:11]=2[C:15]([NH2:17])=[O:16])=[CH:31][CH:32]=1)[C:19]1[CH:20]=[CH:21][CH:22]=[CH:23][CH:24]=1. (6) The product is: [F:25][C:2]([F:1])([F:24])[S:3]([N:6]1[CH2:11][CH2:10][CH:9]([C:12]2[S:13][C:14]([C:17]3[CH:23]=[CH:22][C:20]([NH:21][C:36]([NH:35][C:28]4[C:29]([F:34])=[CH:30][C:31]([F:33])=[CH:32][C:27]=4[F:26])=[O:37])=[CH:19][CH:18]=3)=[CH:15][N:16]=2)[CH2:8][CH2:7]1)(=[O:4])=[O:5]. Given the reactants [F:1][C:2]([F:25])([F:24])[S:3]([N:6]1[CH2:11][CH2:10][CH:9]([C:12]2[S:13][C:14]([C:17]3[CH:23]=[CH:22][C:20]([NH2:21])=[CH:19][CH:18]=3)=[CH:15][N:16]=2)[CH2:8][CH2:7]1)(=[O:5])=[O:4].[F:26][C:27]1[CH:32]=[C:31]([F:33])[CH:30]=[C:29]([F:34])[C:28]=1[N:35]=[C:36]=[O:37], predict the reaction product.